From a dataset of Full USPTO retrosynthesis dataset with 1.9M reactions from patents (1976-2016). Predict the reactants needed to synthesize the given product. (1) Given the product [CH3:1][O:2][C:3](=[O:21])[C:4]1[CH:9]=[C:8]([Br:10])[CH:7]=[C:6]([N+:11]([O-:13])=[O:12])[C:5]=1[NH2:14], predict the reactants needed to synthesize it. The reactants are: [CH3:1][O:2][C:3](=[O:21])[C:4]1[CH:9]=[C:8]([Br:10])[CH:7]=[C:6]([N+:11]([O-:13])=[O:12])[C:5]=1[NH:14]C(=O)C(F)(F)F.Cl. (2) The reactants are: [N+:1]([C:4]1[CH:5]=[C:6]2[C:10](=[CH:11][CH:12]=1)[CH2:9][CH:8]([NH:13]C(=O)C)[CH2:7]2)([O-:3])=[O:2].[ClH:17]. Given the product [ClH:17].[NH2:13][CH:8]1[CH2:7][C:6]2[C:10](=[CH:11][CH:12]=[C:4]([N+:1]([O-:3])=[O:2])[CH:5]=2)[CH2:9]1, predict the reactants needed to synthesize it. (3) Given the product [C:49]([OH:55])([C:51]([F:54])([F:53])[F:52])=[O:50].[NH2:29][CH2:28][C:27]([CH3:38])([CH3:37])[CH2:26][NH:25][C:23](=[O:24])[C:22]1[CH:21]=[CH:20][C:19]([NH:18][C:16]2[CH:15]=[C:14]([O:41][CH2:42][C:43]([F:44])([F:46])[F:45])[N:13]=[C:12]([NH:11][CH2:10][C:9]3[CH:8]=[CH:7][C:6]([O:5][CH2:4][CH2:3][CH2:2][Br:1])=[CH:48][CH:47]=3)[N:17]=2)=[CH:40][CH:39]=1, predict the reactants needed to synthesize it. The reactants are: [Br:1][CH2:2][CH2:3][CH2:4][O:5][C:6]1[CH:48]=[CH:47][C:9]([CH2:10][NH:11][C:12]2[N:17]=[C:16]([NH:18][C:19]3[CH:40]=[CH:39][C:22]([C:23]([NH:25][CH2:26][C:27]([CH3:38])([CH3:37])[CH2:28][NH:29]C(=O)OC(C)(C)C)=[O:24])=[CH:21][CH:20]=3)[CH:15]=[C:14]([O:41][CH2:42][C:43]([F:46])([F:45])[F:44])[N:13]=2)=[CH:8][CH:7]=1.[C:49]([OH:55])([C:51]([F:54])([F:53])[F:52])=[O:50].C(Cl)Cl. (4) The reactants are: [NH:1]([C:3]1[N:8]([CH2:9][CH:10]([CH3:12])[CH3:11])[C:7](=[O:13])[N:6]([CH3:14])[C:5](=[O:15])[CH:4]=1)[NH2:2].[S:16]1[C:20]2[CH:21]=[CH:22][CH:23]=[CH:24][C:19]=2[C:18]([CH:25]=O)=[CH:17]1.[CH:27]([C:29]1[N:30]([CH3:42])[CH:31]=[C:32]([NH:34][C:35](=[O:41])[O:36][C:37]([CH3:40])([CH3:39])[CH3:38])[N:33]=1)=O. Given the product [S:16]1[C:20]2[CH:21]=[CH:22][CH:23]=[CH:24][C:19]=2[C:18]([CH2:25][N:2]2[C:27]([C:29]3[N:30]([CH3:42])[CH:31]=[C:32]([NH:34][C:35](=[O:41])[O:36][C:37]([CH3:38])([CH3:40])[CH3:39])[N:33]=3)=[C:4]3[C:3]([N:8]([CH2:9][CH:10]([CH3:11])[CH3:12])[C:7](=[O:13])[N:6]([CH3:14])[C:5]3=[O:15])=[N:1]2)=[CH:17]1, predict the reactants needed to synthesize it. (5) Given the product [C:1]([C:3]1[CH:4]=[CH:5][C:6]([O:7][CH2:8][CH:9]([OH:30])[CH2:10][N:11]2[CH2:18][CH:17]3[CH2:19][CH:13]([CH2:14][N:15]([C:20]([NH:22][CH2:23][CH2:24][C:25]([NH:35][CH2:33][CH3:34])=[O:27])=[O:21])[CH2:16]3)[CH2:12]2)=[CH:31][CH:32]=1)#[N:2], predict the reactants needed to synthesize it. The reactants are: [C:1]([C:3]1[CH:32]=[CH:31][C:6]([O:7][CH2:8][CH:9]([OH:30])[CH2:10][N:11]2[CH2:18][CH:17]3[CH2:19][CH:13]([CH2:14][N:15]([C:20]([NH:22][CH2:23][CH2:24][C:25]([O:27]CC)=O)=[O:21])[CH2:16]3)[CH2:12]2)=[CH:5][CH:4]=1)#[N:2].[CH2:33]([NH2:35])[CH3:34].C(N)CC. (6) Given the product [C:27]([O:31][C:32]([N:34]1[CH2:39][CH2:38][CH:37]([NH:40][C:24]([C:21]2[C:17]3[N:18]=[CH:19][N:20]=[C:15]([C:7]4[CH:8]=[C:9]([O:13][CH3:14])[C:10]([F:12])=[CH:11][C:6]=4[O:5][CH2:4][CH:1]4[CH2:2][CH2:3]4)[C:16]=3[NH:23][CH:22]=2)=[O:25])[CH2:36][CH2:35]1)=[O:33])([CH3:30])([CH3:28])[CH3:29], predict the reactants needed to synthesize it. The reactants are: [CH:1]1([CH2:4][O:5][C:6]2[CH:11]=[C:10]([F:12])[C:9]([O:13][CH3:14])=[CH:8][C:7]=2[C:15]2[C:16]3[NH:23][CH:22]=[C:21]([C:24](O)=[O:25])[C:17]=3[N:18]=[CH:19][N:20]=2)[CH2:3][CH2:2]1.[C:27]([O:31][C:32]([N:34]1[CH2:39][CH2:38][CH:37]([NH2:40])[CH2:36][CH2:35]1)=[O:33])([CH3:30])([CH3:29])[CH3:28].